From a dataset of Forward reaction prediction with 1.9M reactions from USPTO patents (1976-2016). Predict the product of the given reaction. Given the reactants [N:1]([CH:4]1[CH:8]([F:9])[CH2:7][N:6]([C:10]([O:12][CH2:13][C:14]2[CH:19]=[CH:18][CH:17]=[CH:16][CH:15]=2)=[O:11])[CH2:5]1)=[N+]=[N-], predict the reaction product. The product is: [NH2:1][CH:4]1[CH:8]([F:9])[CH2:7][N:6]([C:10]([O:12][CH2:13][C:14]2[CH:19]=[CH:18][CH:17]=[CH:16][CH:15]=2)=[O:11])[CH2:5]1.